Dataset: HIV replication inhibition screening data with 41,000+ compounds from the AIDS Antiviral Screen. Task: Binary Classification. Given a drug SMILES string, predict its activity (active/inactive) in a high-throughput screening assay against a specified biological target. The compound is CC(=NO)C1CCC2C3CCC4=CC(=NO)CCC4(C)C3C(=O)CC12C. The result is 0 (inactive).